This data is from NCI-60 drug combinations with 297,098 pairs across 59 cell lines. The task is: Regression. Given two drug SMILES strings and cell line genomic features, predict the synergy score measuring deviation from expected non-interaction effect. (1) Drug 1: CC1=CC2C(CCC3(C2CCC3(C(=O)C)OC(=O)C)C)C4(C1=CC(=O)CC4)C. Drug 2: C1=NC(=NC(=O)N1C2C(C(C(O2)CO)O)O)N. Cell line: SNB-19. Synergy scores: CSS=-2.59, Synergy_ZIP=3.20, Synergy_Bliss=-0.603, Synergy_Loewe=-13.0, Synergy_HSA=-8.72. (2) Drug 1: CC1=C2C(C(=O)C3(C(CC4C(C3C(C(C2(C)C)(CC1OC(=O)C(C(C5=CC=CC=C5)NC(=O)OC(C)(C)C)O)O)OC(=O)C6=CC=CC=C6)(CO4)OC(=O)C)OC)C)OC. Drug 2: C1CCC(C(C1)N)N.C(=O)(C(=O)[O-])[O-].[Pt+4]. Cell line: RXF 393. Synergy scores: CSS=60.8, Synergy_ZIP=21.9, Synergy_Bliss=21.3, Synergy_Loewe=24.5, Synergy_HSA=25.5. (3) Drug 1: CN(C(=O)NC(C=O)C(C(C(CO)O)O)O)N=O. Synergy scores: CSS=4.78, Synergy_ZIP=0.147, Synergy_Bliss=1.11, Synergy_Loewe=-0.365, Synergy_HSA=0.632. Drug 2: C(CN)CNCCSP(=O)(O)O. Cell line: SK-MEL-5.